Dataset: Full USPTO retrosynthesis dataset with 1.9M reactions from patents (1976-2016). Task: Predict the reactants needed to synthesize the given product. (1) Given the product [Br:1][C:2]1[CH:26]=[CH:25][C:24]([I:27])=[CH:23][C:3]=1[CH2:4][C:6]1[CH:7]=[CH:8][C:9]2[O:14][CH2:13][CH2:12][N:11]([C:16](=[O:21])[C:17]([F:19])([F:20])[F:18])[C:10]=2[CH:22]=1, predict the reactants needed to synthesize it. The reactants are: [Br:1][C:2]1[CH:26]=[CH:25][C:24]([I:27])=[CH:23][C:3]=1[C:4]([C:6]1[CH:7]=[CH:8][C:9]2[O:14][CH2:13][C:12](=O)[N:11]([C:16](=[O:21])[C:17]([F:20])([F:19])[F:18])[C:10]=2[CH:22]=1)=O.C([SiH](CC)CC)C.B(F)(F)F. (2) The reactants are: Br[CH2:2][CH2:3][CH2:4][CH2:5][CH2:6][C:7]1[C:13]2[CH:14]=[CH:15][C:16]([OH:18])=[CH:17][C:12]=2[CH2:11][CH2:10][CH2:9][C:8]=1[C:19]1[CH:24]=[CH:23][C:22]([F:25])=[C:21]([OH:26])[CH:20]=1.[CH3:27][NH:28][CH2:29][CH2:30][CH2:31][CH2:32][S:33]([CH2:36][CH2:37][CH2:38][C:39]([F:45])([F:44])[C:40]([F:43])([F:42])[F:41])(=[O:35])=[O:34]. Given the product [F:25][C:22]1[CH:23]=[CH:24][C:19]([C:8]2[CH2:9][CH2:10][CH2:11][C:12]3[CH:17]=[C:16]([OH:18])[CH:15]=[CH:14][C:13]=3[C:7]=2[CH2:6][CH2:5][CH2:4][CH2:3][CH2:2][N:28]([CH3:27])[CH2:29][CH2:30][CH2:31][CH2:32][S:33]([CH2:36][CH2:37][CH2:38][C:39]([F:45])([F:44])[C:40]([F:41])([F:42])[F:43])(=[O:35])=[O:34])=[CH:20][C:21]=1[OH:26], predict the reactants needed to synthesize it. (3) Given the product [CH3:30][CH:31]([CH3:33])[CH2:32][N:27]1[CH2:26][CH2:25][CH:24]([C@@H:20]([NH:19][S:16]([C:14]2[S:15][C:11]([C:8]3[CH:7]=[CH:6][C:5]([O:4][CH2:2][CH3:3])=[CH:10][CH:9]=3)=[CH:12][CH:13]=2)(=[O:17])=[O:18])[C:21]([OH:23])=[O:22])[CH2:29][CH2:28]1, predict the reactants needed to synthesize it. The reactants are: Cl.[CH2:2]([O:4][C:5]1[CH:10]=[CH:9][C:8]([C:11]2[S:15][C:14]([S:16]([NH:19][C@H:20]([CH:24]3[CH2:29][CH2:28][NH:27][CH2:26][CH2:25]3)[C:21]([OH:23])=[O:22])(=[O:18])=[O:17])=[CH:13][CH:12]=2)=[CH:7][CH:6]=1)[CH3:3].[CH:30](=O)[CH:31]([CH3:33])[CH3:32].C(O[BH-](OC(=O)C)OC(=O)C)(=O)C.[Na+]. (4) Given the product [CH2:1]([O:3][C:4]1[C:5]([CH2:14][CH3:15])=[CH:6][C:7]([NH:10][C:11](=[O:13])[CH3:12])=[C:8]([N+:16]([O-:18])=[O:17])[CH:9]=1)[CH3:2], predict the reactants needed to synthesize it. The reactants are: [CH2:1]([O:3][C:4]1[CH:9]=[CH:8][C:7]([NH:10][C:11](=[O:13])[CH3:12])=[CH:6][C:5]=1[CH2:14][CH3:15])[CH3:2].[N+:16]([O-])([OH:18])=[O:17].